Task: Predict the reaction yield, written as a fraction of the theoretical maximum amount of product (1.0 means a 100% yield; for example, 0.34 means a 34% yield).. Dataset: Reaction yield outcomes from USPTO patents with 853,638 reactions (1) The reactants are [F:1][C:2]([F:15])([F:14])[O:3][C:4]1[CH:9]=[C:8](N)[CH:7]=[CH:6][C:5]=1[N+:11]([O-])=O.C([N:18](CC)CC)C.CN(C1C=CC=CN=1)C.Cl.[CH3:33][N:34]([CH2:36][C:37](Cl)=[O:38])[CH3:35].C(=O)(O)[O-].[Na+]. The catalyst is ClCCl. The product is [NH2:11][C:5]1[CH:6]=[C:7]([NH:18][C:37](=[O:38])[CH2:36][N:34]([CH3:35])[CH3:33])[CH:8]=[CH:9][C:4]=1[O:3][C:2]([F:15])([F:14])[F:1]. The yield is 0.660. (2) The reactants are B(F)(F)F.CCOCC.CN(C(F)(F)C(F)F)C.FC(F)C(=O)CC(OCC)=O.N1C=CC=CC=1.Cl.[C:37]([NH:41][NH2:42])([CH3:40])([CH3:39])[CH3:38].[OH-].[K+].[F:45][CH:46]([F:62])[C:47]([C:49](=[C:55](N(C)C)[CH:56]([F:58])[F:57])[C:50]([O:52][CH2:53][CH3:54])=[O:51])=O. The catalyst is ClCCl.C(#N)C.CO. The product is [CH2:53]([O:52][C:50]([C:49]1[C:47]([CH:46]([F:45])[F:62])=[N:42][N:41]([C:37]([CH3:40])([CH3:39])[CH3:38])[C:55]=1[CH:56]([F:58])[F:57])=[O:51])[CH3:54]. The yield is 0.300. (3) The yield is 0.660. The reactants are [CH3:1][O:2][CH2:3][O:4][C:5]1[CH:10]=[CH:9][C:8]([O:11][CH2:12][O:13][CH3:14])=[CH:7][CH:6]=1.[Li]C(CC)C.[B:20](OC(C)C)([O:25]C(C)C)[O:21]C(C)C. The catalyst is C1COCC1. The product is [CH3:14][O:13][CH2:12][O:11][C:8]1[CH:9]=[CH:10][C:5]([O:4][CH2:3][O:2][CH3:1])=[CH:6][C:7]=1[B:20]([OH:25])[OH:21]. (4) The reactants are [CH2:1]([C@H:4]1[CH2:9][CH2:8][CH2:7][O:6][CH2:5]1)[CH:2]=C.[OH2:10]. The catalyst is C(#N)C. The product is [O:6]1[CH2:7][CH2:8][CH2:9][C@H:4]([CH2:1][CH:2]=[O:10])[CH2:5]1. The yield is 0.600. (5) The reactants are [N:12]1[C:13]2[C:8](=CC=[C:8]3[C:13]=2[N:12]=[CH:11][CH:10]=[CH:9]3)[CH:9]=[CH:10][CH:11]=1.C([O-])([O-])=O.[Cs+].[Cs+].IC1C=NC=CC=1.[CH:28]([OH:31])([CH3:30])[CH3:29]. The catalyst is [Cu]I. The product is [CH:28]([O:31][C:8]1[CH:13]=[N:12][CH:11]=[CH:10][CH:9]=1)([CH3:30])[CH3:29]. The yield is 0.920. (6) The reactants are [OH:1][CH:2]([C:4]([CH3:18])([CH:16]=[CH2:17])[C:5]([N:7]1[C@@H:11]([CH:12]([CH3:14])[CH3:13])[CH2:10][O:9][C:8]1=[O:15])=[O:6])[CH3:3].[Si:19](Cl)([C:22]([CH3:25])([CH3:24])[CH3:23])([CH3:21])[CH3:20].N1C=CN=C1. The catalyst is CN(C)C=O. The product is [C:22]([Si:19]([CH3:21])([CH3:20])[O:1][CH:2]([C:4]([CH3:18])([CH:16]=[CH2:17])[C:5]([N:7]1[C@@H:11]([CH:12]([CH3:13])[CH3:14])[CH2:10][O:9][C:8]1=[O:15])=[O:6])[CH3:3])([CH3:25])([CH3:24])[CH3:23]. The yield is 0.690. (7) The reactants are Br[C:2]1[CH:3]=[CH:4][C:5]([N+:10]([O-:12])=[O:11])=[C:6]([O:8][CH3:9])[CH:7]=1.[C:13]([N:16]1[CH2:21][CH2:20][NH:19][CH2:18][CH2:17]1)(=[O:15])[CH3:14].C(=O)([O-])[O-].[Cs+].[Cs+].C(P(C(C)(C)C)C1C=CC=CC=1C1C=CC=CC=1)(C)(C)C. The catalyst is O1CCOCC1.C([O-])(=O)C.C([O-])(=O)C.[Pd+2]. The product is [CH3:9][O:8][C:6]1[CH:7]=[CH:2][C:3]([N:19]2[CH2:20][CH2:21][N:16]([C:13](=[O:15])[CH3:14])[CH2:17][CH2:18]2)=[CH:4][C:5]=1[N+:10]([O-:12])=[O:11]. The yield is 0.440. (8) The reactants are [Cl:1][C:2]1[CH:3]=[N+:4]([O-:24])[CH:5]=[C:6]([Cl:23])[C:7]=1[CH2:8][C@@H:9]([C:11]1[CH:16]=[CH:15][C:14]([O:17][CH:18]([F:20])[F:19])=[C:13]([O:21][CH3:22])[CH:12]=1)[OH:10].[C:25]1([S:31]([N:34]2[CH2:38][CH2:37][CH2:36][C@H:35]2[C:39](O)=[O:40])(=[O:33])=[O:32])[CH:30]=[CH:29][CH:28]=[CH:27][CH:26]=1.C(Cl)CCl. The catalyst is CN(C1C=CN=CC=1)C.C(Cl)Cl. The product is [Cl:1][C:2]1[CH:3]=[N+:4]([O-:24])[CH:5]=[C:6]([Cl:23])[C:7]=1[CH2:8][C@@H:9]([C:11]1[CH:16]=[CH:15][C:14]([O:17][CH:18]([F:20])[F:19])=[C:13]([O:21][CH3:22])[CH:12]=1)[O:10][C:39]([C@@H:35]1[CH2:36][CH2:37][CH2:38][N:34]1[S:31]([C:25]1[CH:30]=[CH:29][CH:28]=[CH:27][CH:26]=1)(=[O:33])=[O:32])=[O:40]. The yield is 0.504. (9) The reactants are [O-]CC.[Na+].[CH2:5]([O:7][C:8](=[O:22])[CH2:9][C:10]([NH:12][CH2:13][C:14]1([C:17]([O:19]CC)=O)[CH2:16][CH2:15]1)=[O:11])[CH3:6]. The catalyst is C1(C)C=CC=CC=1.O. The product is [O:11]=[C:10]1[CH:9]([C:8]([O:7][CH2:5][CH3:6])=[O:22])[C:17](=[O:19])[C:14]2([CH2:15][CH2:16]2)[CH2:13][NH:12]1. The yield is 0.910.